From a dataset of Reaction yield outcomes from USPTO patents with 853,638 reactions. Predict the reaction yield, written as a fraction of the theoretical maximum amount of product (1.0 means a 100% yield; for example, 0.34 means a 34% yield). (1) The reactants are [C:1]([C:3]1[CH:4]=[C:5]([CH2:9][CH2:10][C:11]2[C:15]3[C:16](=[O:30])[N:17]([C:24]4[CH:29]=[CH:28][CH:27]=[CH:26][CH:25]=4)[C:18]4[N:19]=[CH:20][CH:21]=[CH:22][C:23]=4[C:14]=3[NH:13][N:12]=2)[CH:6]=[CH:7][CH:8]=1)#N.S(=O)(=O)(O)[OH:32].[OH2:36]. The catalyst is CS(C)=O. The product is [C:1]([C:3]1[CH:4]=[C:5]([CH2:9][CH2:10][C:11]2[C:15]3[C:16](=[O:30])[N:17]([C:24]4[CH:25]=[CH:26][CH:27]=[CH:28][CH:29]=4)[C:18]4[N:19]=[CH:20][CH:21]=[CH:22][C:23]=4[C:14]=3[NH:13][N:12]=2)[CH:6]=[CH:7][CH:8]=1)([OH:32])=[O:36]. The yield is 0.280. (2) The reactants are O=[C:2]1[CH2:11][CH2:10][C:9]2[CH:8]=[C:7]([C:12]([O:14][CH3:15])=[O:13])[CH:6]=[CH:5][C:4]=2[CH2:3]1.Cl.[NH2:17][OH:18].C([O-])(=O)C.[Na+]. The catalyst is CO. The product is [OH:18][N:17]=[C:2]1[CH2:11][CH2:10][C:9]2[CH:8]=[C:7]([C:12]([O:14][CH3:15])=[O:13])[CH:6]=[CH:5][C:4]=2[CH2:3]1. The yield is 0.472. (3) The reactants are [ClH:1].O1CCOCC1.C(OC([N:15]1[CH2:20][CH2:19][N:18]([C:21]2[S:22][CH:23]=[C:24]([C:26]([O:28][CH3:29])=[O:27])[N:25]=2)[CH:17]([CH2:30][O:31][C:32]2[CH:33]=[N:34][CH:35]=[CH:36][CH:37]=2)[CH2:16]1)=O)(C)(C)C. The catalyst is CO. The product is [ClH:1].[ClH:1].[N:34]1[CH:35]=[CH:36][CH:37]=[C:32]([O:31][CH2:30][CH:17]2[CH2:16][NH:15][CH2:20][CH2:19][N:18]2[C:21]2[S:22][CH:23]=[C:24]([C:26]([O:28][CH3:29])=[O:27])[N:25]=2)[CH:33]=1. The yield is 0.170. (4) The reactants are [NH2:1][C:2]1[NH:3][C:4](=O)[C:5]2[N:11]=[C:10]([C:12]3[CH:17]=[CH:16][C:15]([F:18])=[CH:14][CH:13]=3)[CH:9]=[CH:8][C:6]=2[N:7]=1.N12CCCN=C1CCCCC2.F[P-](F)(F)(F)(F)F.N1(O[P+](N(C)C)(N(C)C)N(C)C)C2C=CC=CC=2N=N1.Cl.[NH2:59][CH:60]1[CH2:65][CH2:64][CH2:63][N:62]([C:66]([O:68][C:69]([CH3:72])([CH3:71])[CH3:70])=[O:67])[CH2:61]1. The catalyst is C(#N)C. The product is [NH2:1][C:2]1[N:3]=[C:4]([NH:59][CH:60]2[CH2:65][CH2:64][CH2:63][N:62]([C:66]([O:68][C:69]([CH3:72])([CH3:71])[CH3:70])=[O:67])[CH2:61]2)[C:5]2[N:11]=[C:10]([C:12]3[CH:17]=[CH:16][C:15]([F:18])=[CH:14][CH:13]=3)[CH:9]=[CH:8][C:6]=2[N:7]=1. The yield is 0.340.